The task is: Predict the product of the given reaction.. This data is from Forward reaction prediction with 1.9M reactions from USPTO patents (1976-2016). (1) Given the reactants [F:1][C:2]([F:30])([F:29])[C:3]1[N:8]=[CH:7][C:6]([C:9]2[CH:10]=[C:11]3[C:15](=[CH:16][CH:17]=2)[N:14]([S:18]([C:21]2[CH:28]=[CH:27][C:24]([C:25]#[N:26])=[CH:23][CH:22]=2)(=[O:20])=[O:19])[CH2:13][CH2:12]3)=[CH:5][CH:4]=1.Cl.[NH2:32][OH:33].C(N(CC)CC)C, predict the reaction product. The product is: [OH:33][NH:32][C:25](=[NH:26])[C:24]1[CH:27]=[CH:28][C:21]([S:18]([N:14]2[C:15]3[C:11](=[CH:10][C:9]([C:6]4[CH:7]=[N:8][C:3]([C:2]([F:30])([F:29])[F:1])=[CH:4][CH:5]=4)=[CH:17][CH:16]=3)[CH2:12][CH2:13]2)(=[O:20])=[O:19])=[CH:22][CH:23]=1. (2) Given the reactants [OH:1][CH:2]([CH3:16])[CH:3]([C:5]1([OH:15])[CH2:10][CH:9]2[C:11]([CH3:13])([CH3:12])[C:6]1([CH3:14])[CH2:7][CH2:8]2)[CH3:4].[CH3:17][C@@:18]12C(C)(C)[C@@H](C[C@@]31[C@@H](C)COC(C)(C)O3)C[CH2:19]2, predict the reaction product. The product is: [CH3:14][C:6]12[C:11]([CH3:13])([CH3:12])[CH:9]([CH2:10][C:5]31[CH:3]([CH3:4])[CH:2]([CH3:16])[O:1][C:18]([CH3:19])([CH3:17])[O:15]3)[CH2:8][CH2:7]2. (3) Given the reactants C(OC([N:8]1[CH2:13][CH2:12][CH:11]([NH:14][C:15]([C:17]2[CH:18]=[N:19][C:20]([C:24]#[N:25])=[C:21]([CH3:23])[CH:22]=2)=[O:16])[CH2:10][CH2:9]1)=O)(C)(C)C.Cl, predict the reaction product. The product is: [C:24]([C:20]1[C:21]([CH3:23])=[CH:22][C:17]([C:15]([NH:14][CH:11]2[CH2:12][CH2:13][NH:8][CH2:9][CH2:10]2)=[O:16])=[CH:18][N:19]=1)#[N:25]. (4) Given the reactants [CH3:1][O:2][C:3]1[CH:8]=[C:7]([O:9][CH3:10])[CH:6]=[CH:5][C:4]=1[C:11](=[O:18])[CH2:12][C:13]([O:15][CH2:16][CH3:17])=[O:14].[CH3:19][O:20][C:21]1[CH:26]=[CH:25][C:24](O)=[CH:23][CH:22]=1, predict the reaction product. The product is: [CH3:1][O:2][C:3]1[CH:8]=[C:7]([O:9][CH3:10])[CH:6]=[CH:5][C:4]=1[C:11]1[O:18][C:24]2[CH:25]=[CH:26][C:21]([O:20][CH3:19])=[CH:22][C:23]=2[C:12]=1[C:13]([O:15][CH2:16][CH3:17])=[O:14]. (5) Given the reactants [Cl:1][C:2]1[C:22]([Cl:23])=[C:21]([N+:24]([O-])=O)[CH:20]=[CH:19][C:3]=1[O:4][C:5]1[CH:10]=[CH:9][N:8]=[C:7]([NH:11][C:12]([N:14]2[CH2:18][CH2:17][CH2:16][CH2:15]2)=[O:13])[CH:6]=1.C(Cl)Cl.CC(O)=O.[H][H], predict the reaction product. The product is: [NH2:24][C:21]1[CH:20]=[CH:19][C:3]([O:4][C:5]2[CH:10]=[CH:9][N:8]=[C:7]([NH:11][C:12]([N:14]3[CH2:15][CH2:16][CH2:17][CH2:18]3)=[O:13])[CH:6]=2)=[C:2]([Cl:1])[C:22]=1[Cl:23]. (6) Given the reactants [Br:1][C:2]1[CH:3]=[C:4]2[C:9](=[C:10]([C:12]([OH:14])=[O:13])[CH:11]=1)[O:8][C:7]([CH3:16])([CH3:15])[CH2:6][C:5]2([CH3:18])[CH3:17].[CH2:19](O)[C:20]([CH3:23])([CH3:22])[CH3:21].C1(N=C=NC2CCCCC2)CCCCC1, predict the reaction product. The product is: [CH3:19][C:20]([CH3:23])([CH3:22])[CH2:21][O:13][C:12]([C:10]1[CH:11]=[C:2]([Br:1])[CH:3]=[C:4]2[C:9]=1[O:8][C:7]([CH3:16])([CH3:15])[CH2:6][C:5]2([CH3:18])[CH3:17])=[O:14]. (7) Given the reactants Cl.[CH:2]12[CH2:11][CH:6]3[CH2:7][CH:8]([CH2:10][CH:4]([CH2:5]3)[CH:3]1[NH:12][C:13]([CH:15]1[CH2:19][CH2:18][CH2:17][N:16]1[CH2:20][CH2:21][NH2:22])=[O:14])[CH2:9]2.C(N(CC)CC)C.[C:30](Cl)(=[O:32])[CH3:31], predict the reaction product. The product is: [CH:2]12[CH2:11][CH:6]3[CH2:7][CH:8]([CH2:10][CH:4]([CH2:5]3)[CH:3]1[NH:12][C:13]([CH:15]1[CH2:19][CH2:18][CH2:17][N:16]1[CH2:20][CH2:21][NH:22][C:30](=[O:32])[CH3:31])=[O:14])[CH2:9]2.